This data is from Reaction yield outcomes from USPTO patents with 853,638 reactions. The task is: Predict the reaction yield, written as a fraction of the theoretical maximum amount of product (1.0 means a 100% yield; for example, 0.34 means a 34% yield). (1) The reactants are [CH2:1]([C:8]([OH:26])([CH2:13][C:14]([C:17]1[CH:22]=[C:21]([F:23])[CH:20]=[CH:19][C:18]=1[O:24]C)([CH3:16])[CH3:15])[C:9]([F:12])([F:11])[F:10])[C:2]1[CH:7]=[CH:6][CH:5]=[CH:4][CH:3]=1.B(Br)(Br)Br.CO. The catalyst is ClCCl.O. The product is [CH2:1]([C:8]([OH:26])([C:9]([F:10])([F:12])[F:11])[CH2:13][C:14]([C:17]1[CH:22]=[C:21]([F:23])[CH:20]=[CH:19][C:18]=1[OH:24])([CH3:16])[CH3:15])[C:2]1[CH:7]=[CH:6][CH:5]=[CH:4][CH:3]=1. The yield is 0.650. (2) The reactants are [NH2:1][C:2]1[NH:6][N:5]=[N:4][N:3]=1.C(N(CC)CC)C.[C:14]1([CH:24]=O)[C:23]2[C:18](=[CH:19][CH:20]=[CH:21][CH:22]=2)[CH:17]=[CH:16][CH:15]=1.[C:26]([O:32][CH2:33][CH3:34])(=[O:31])[CH2:27][C:28]([CH3:30])=O. The catalyst is C(O)C. The product is [CH3:30][C:28]1[NH:1][C:2]2[N:3]([N:4]=[N:5][N:6]=2)[CH:24]([C:14]2[C:23]3[C:18](=[CH:19][CH:20]=[CH:21][CH:22]=3)[CH:17]=[CH:16][CH:15]=2)[C:27]=1[C:26]([O:32][CH2:33][CH3:34])=[O:31]. The yield is 0.560. (3) The reactants are O=C1C2C(=CC=CC=2)C(=O)[N:3]1[CH2:12][CH2:13][NH:14][C@@H:15]([C@@H:23]([CH3:26])[CH2:24][CH3:25])[C:16]([O:18][C:19]([CH3:22])([CH3:21])[CH3:20])=[O:17].O.NN.[OH-].[Na+]. The catalyst is C(O)C. The product is [NH2:3][CH2:12][CH2:13][NH:14][C@@H:15]([C@@H:23]([CH3:26])[CH2:24][CH3:25])[C:16]([O:18][C:19]([CH3:20])([CH3:21])[CH3:22])=[O:17]. The yield is 0.850.